From a dataset of Reaction yield outcomes from USPTO patents with 853,638 reactions. Predict the reaction yield, written as a fraction of the theoretical maximum amount of product (1.0 means a 100% yield; for example, 0.34 means a 34% yield). (1) The reactants are O[CH2:2][C:3](=[CH2:9])[C:4]([O:6][CH2:7][CH3:8])=[O:5].CCN(S(F)(F)[F:16])CC.C([O-])(O)=O.[Na+].C(OCC)(=O)C. The catalyst is C(Cl)Cl. The product is [F:16][CH2:2][C:3](=[CH2:9])[C:4]([O:6][CH2:7][CH3:8])=[O:5]. The yield is 0.560. (2) The reactants are Cl[C:2]1[CH:3]=[C:4]([NH:10][C:11]2[CH:20]=[C:14]3[CH2:15][N:16]([CH3:19])[CH2:17][CH2:18][N:13]3[N:12]=2)[C:5](=[O:9])[N:6]([CH3:8])[N:7]=1.[C:21]([O:24][CH2:25][C:26]1[C:27]([N:41]2[CH2:52][CH2:51][N:50]3[C:43](=[CH:44][C:45]4[CH2:46][C:47]([CH3:54])([CH3:53])[CH2:48][C:49]=43)[C:42]2=[O:55])=[N:28][CH:29]=[CH:30][C:31]=1B1OC(C)(C)C(C)(C)O1)(=[O:23])[CH3:22].[O-]P([O-])([O-])=O.[K+].[K+].[K+].C([O-])(=O)C.[Na+]. The catalyst is C1C=CC(P(C2C=CC=CC=2)[C-]2C=CC=C2)=CC=1.C1C=CC(P(C2C=CC=CC=2)[C-]2C=CC=C2)=CC=1.Cl[Pd]Cl.[Fe+2].O.C(#N)C. The product is [C:21]([O:24][CH2:25][C:26]1[C:27]([N:41]2[CH2:52][CH2:51][N:50]3[C:43](=[CH:44][C:45]4[CH2:46][C:47]([CH3:54])([CH3:53])[CH2:48][C:49]=43)[C:42]2=[O:55])=[N:28][CH:29]=[CH:30][C:31]=1[C:2]1[CH:3]=[C:4]([NH:10][C:11]2[CH:20]=[C:14]3[CH2:15][N:16]([CH3:19])[CH2:17][CH2:18][N:13]3[N:12]=2)[C:5](=[O:9])[N:6]([CH3:8])[N:7]=1)(=[O:23])[CH3:22]. The yield is 0.380.